This data is from Full USPTO retrosynthesis dataset with 1.9M reactions from patents (1976-2016). The task is: Predict the reactants needed to synthesize the given product. (1) Given the product [Cl:8][C:7]1[N:6]=[CH:5][C:4]([NH2:9])=[C:3]([C:10]2[C:11]([F:29])=[N:12][CH:13]=[C:14]([C:16]3[CH:21]=[CH:20][C:19]([CH2:22][N:23]4[CH2:28][CH2:27][CH2:26][CH2:25][CH2:24]4)=[CH:18][CH:17]=3)[CH:15]=2)[C:2]=1[CH:30]=[CH2:31], predict the reactants needed to synthesize it. The reactants are: Br[C:2]1[C:3]([C:10]2[C:11]([F:29])=[N:12][CH:13]=[C:14]([C:16]3[CH:21]=[CH:20][C:19]([CH2:22][N:23]4[CH2:28][CH2:27][CH2:26][CH2:25][CH2:24]4)=[CH:18][CH:17]=3)[CH:15]=2)=[C:4]([NH2:9])[CH:5]=[N:6][C:7]=1[Cl:8].[CH:30]([Sn](CCCC)(CCCC)CCCC)=[CH2:31].[Cl-].[Li+]. (2) Given the product [OH:1][CH2:2][C:3]1[CH:4]=[CH:5][C:6]([C:9]2[S:13][C:12]3[C:14](=[O:15])[N:32]=[CH:30][N:18]([CH2:19][C:20]4[CH:21]=[CH:22][C:23]([CH3:26])=[CH:24][CH:25]=4)[C:11]=3[CH:10]=2)=[CH:7][CH:8]=1, predict the reactants needed to synthesize it. The reactants are: [OH:1][CH2:2][C:3]1[CH:8]=[CH:7][C:6]([C:9]2[S:13][C:12]([C:14](OC)=[O:15])=[C:11]([NH:18][CH2:19][C:20]3[CH:25]=[CH:24][C:23]([CH3:26])=[CH:22][CH:21]=3)[CH:10]=2)=[CH:5][CH:4]=1.C[O-].[Na+].[CH:30]([NH2:32])=O. (3) Given the product [OH:12][C@H:9]1[CH2:10][C:11]2[C:2]([NH:1][C:26](=[O:27])[C:25]3[CH:29]=[CH:30][C:22]([C:19]4[CH:18]=[CH:17][C:16]([O:15][C:14]([F:32])([F:13])[F:31])=[CH:21][CH:20]=4)=[N:23][CH:24]=3)=[CH:3][CH:4]=[CH:5][C:6]=2[CH2:7][CH2:8]1, predict the reactants needed to synthesize it. The reactants are: [NH2:1][C:2]1[CH:3]=[CH:4][CH:5]=[C:6]2[C:11]=1[CH2:10][C@H:9]([OH:12])[CH2:8][CH2:7]2.[F:13][C:14]([F:32])([F:31])[O:15][C:16]1[CH:21]=[CH:20][C:19]([C:22]2[CH:30]=[CH:29][C:25]([C:26](O)=[O:27])=[CH:24][N:23]=2)=[CH:18][CH:17]=1. (4) Given the product [Br:1][C:2]1[CH:7]=[C:6]([CH3:8])[C:5]([C:25]#[N:26])=[C:4]([CH3:10])[CH:3]=1, predict the reactants needed to synthesize it. The reactants are: [Br:1][C:2]1[CH:7]=[C:6]([CH3:8])[C:5](N)=[C:4]([CH3:10])[CH:3]=1.Cl.N([O-])=O.[Na+].C(=O)(O)[O-].[Na+].[C-]#N.[K+].[Cu][C:25]#[N:26]. (5) Given the product [Br:1][C:2]1[CH:3]=[CH:4][C:5]2[C:9]3[N:13]([CH:14]4[CH2:18][CH2:17][CH2:16][CH2:15]4)[N:12]=[CH:11][C:10]=3[C:24](=[O:25])[NH:7][C:6]=2[CH:8]=1, predict the reactants needed to synthesize it. The reactants are: [Br:1][C:2]1[CH:3]=[CH:4][C:5]([C:9]2[N:13]([CH:14]3[CH2:18][CH2:17][CH2:16][CH2:15]3)[N:12]=[CH:11][CH:10]=2)=[C:6]([CH:8]=1)[NH2:7].C1N=CN([C:24](N2C=NC=C2)=[O:25])C=1. (6) The reactants are: O[C:2]([C:5]1[CH:10]=[CH:9][C:8]([NH:11][C:12](=[O:14])[CH3:13])=[CH:7][C:6]=1[O:15][CH3:16])([CH3:4])[CH3:3].C([O-])=O.[NH4+]. Given the product [CH:2]([C:5]1[CH:10]=[CH:9][C:8]([NH:11][C:12](=[O:14])[CH3:13])=[CH:7][C:6]=1[O:15][CH3:16])([CH3:4])[CH3:3], predict the reactants needed to synthesize it. (7) Given the product [ClH:52].[ClH:52].[F:37][C:35]([F:38])([F:36])[C:33]1[CH:32]=[C:5]([CH:4]=[C:3]([C:2]([F:39])([F:1])[F:40])[CH:34]=1)[C:6]([N:8]1[CH2:13][CH2:12][N:11]([CH2:14][C:15]2[CH:16]=[N:17][N:18]([CH2:42][CH2:41][N:43]3[CH2:46][CH2:47][O:50][CH2:45][CH2:44]3)[CH:19]=2)[CH2:10][C@H:9]1[CH2:23][C:24]1[CH:29]=[CH:28][C:27]([CH3:30])=[C:26]([CH3:31])[CH:25]=1)=[O:7], predict the reactants needed to synthesize it. The reactants are: [F:1][C:2]([F:40])([F:39])[C:3]1[CH:4]=[C:5]([CH:32]=[C:33]([C:35]([F:38])([F:37])[F:36])[CH:34]=1)[C:6]([N:8]1[CH2:13][CH2:12][N:11]([CH2:14][C:15]2[CH:16]=[N:17][N:18](CCO)[CH:19]=2)[CH2:10][C@H:9]1[CH2:23][C:24]1[CH:29]=[CH:28][C:27]([CH3:30])=[C:26]([CH3:31])[CH:25]=1)=[O:7].[CH2:41]([N:43]([CH2:46][CH3:47])[CH2:44][CH3:45])[CH3:42].CS([Cl:52])(=O)=[O:50].